Predict which catalyst facilitates the given reaction. From a dataset of Catalyst prediction with 721,799 reactions and 888 catalyst types from USPTO. (1) Reactant: II.Br[CH2:4][CH2:5][CH:6]([O:9][CH3:10])[O:7][CH3:8].[Br:11][C:12]1[CH:13]=[C:14]([CH:21]=[CH:22][N:23]=1)[C:15](N(OC)C)=[O:16].[NH4+].[Cl-]. Product: [Br:11][C:12]1[CH:13]=[C:14]([C:15](=[O:16])[CH2:4][CH2:5][CH:6]([O:9][CH3:10])[O:7][CH3:8])[CH:21]=[CH:22][N:23]=1. The catalyst class is: 20. (2) Reactant: [NH2:1][CH2:2][C:3]([OH:5])=[O:4].N12CCCN=C1CCCCC2.[NH2:17][C:18]1[N:39]=[C:38](Cl)[CH:37]=[CH:36][C:19]=1[C:20]([NH:22][CH2:23][C:24]1[S:25][C:26]([O:29][C:30]2[CH:35]=[CH:34][CH:33]=[CH:32][CH:31]=2)=[CH:27][CH:28]=1)=[O:21].C1C=CC(CC(NCN[C@H](C(O)=O)CC2C=CC([N+]([O-])=O)=CC=2)=O)=CC=1. Product: [NH2:17][C:18]1[N:39]=[C:38]([NH:1][CH2:2][C:3]([OH:5])=[O:4])[CH:37]=[CH:36][C:19]=1[C:20](=[O:21])[NH:22][CH2:23][C:24]1[S:25][C:26]([O:29][C:30]2[CH:31]=[CH:32][CH:33]=[CH:34][CH:35]=2)=[CH:27][CH:28]=1. The catalyst class is: 16. (3) Reactant: FC(F)(F)C(O)=O.[CH:8]1([C:11]2[C:12]([NH:27][C@@H:28]3[CH2:33][CH2:32][CH2:31][N:30](C(OC(C)(C)C)=O)[CH2:29]3)=[N:13][C:14]([C:17]3[N:21]4[CH:22]=[C:23]([F:26])[CH:24]=[CH:25][C:20]4=[N:19][CH:18]=3)=[N:15][CH:16]=2)[CH2:10][CH2:9]1. Product: [CH:8]1([C:11]2[C:12]([NH:27][C@@H:28]3[CH2:33][CH2:32][CH2:31][NH:30][CH2:29]3)=[N:13][C:14]([C:17]3[N:21]4[CH:22]=[C:23]([F:26])[CH:24]=[CH:25][C:20]4=[N:19][CH:18]=3)=[N:15][CH:16]=2)[CH2:10][CH2:9]1. The catalyst class is: 2. (4) Product: [I:1][C:2]1[CH:14]=[CH:13][C:5]2[N:6]=[C:7]([N:15]3[CH2:19][CH2:18][C@H:17]([OH:20])[CH2:16]3)[S:8][C:4]=2[CH:3]=1. The catalyst class is: 9. Reactant: [I:1][C:2]1[CH:14]=[CH:13][C:5]2[N:6]=[C:7](S(C)(=O)=O)[S:8][C:4]=2[CH:3]=1.[NH:15]1[CH2:19][CH2:18][C@H:17]([OH:20])[CH2:16]1.C(=O)([O-])[O-].[K+].[K+].O. (5) Reactant: [NH2:1][CH2:2][C:3]1[CH:28]=[CH:27][CH:26]=[CH:25][C:4]=1[CH2:5][O:6][C:7]1[CH:12]=[C:11]([CH3:13])[N:10]([CH2:14][C:15]2[CH:20]=[CH:19][C:18]([O:21][CH3:22])=[CH:17][CH:16]=2)[C:9](=[O:23])[C:8]=1[CH3:24].C(N(CC)CC)C.[C:36]([C:40]1[CH:44]=[C:43]([NH:45][C:46](=O)[O:47]C2C=CC([N+]([O-])=O)=CC=2)[N:42]([C:58]2[CH:63]=[CH:62][CH:61]=[C:60]([O:64][CH3:65])[CH:59]=2)[N:41]=1)([CH3:39])([CH3:38])[CH3:37]. Product: [C:36]([C:40]1[CH:44]=[C:43]([NH:45][C:46]([NH:1][CH2:2][C:3]2[CH:28]=[CH:27][CH:26]=[CH:25][C:4]=2[CH2:5][O:6][C:7]2[CH:12]=[C:11]([CH3:13])[N:10]([CH2:14][C:15]3[CH:16]=[CH:17][C:18]([O:21][CH3:22])=[CH:19][CH:20]=3)[C:9](=[O:23])[C:8]=2[CH3:24])=[O:47])[N:42]([C:58]2[CH:63]=[CH:62][CH:61]=[C:60]([O:64][CH3:65])[CH:59]=2)[N:41]=1)([CH3:39])([CH3:37])[CH3:38]. The catalyst class is: 2. (6) Reactant: [NH2:1][C:2]1[C:3]([CH3:12])=[N:4][C:5]2[C:10]([CH:11]=1)=[CH:9][CH:8]=[CH:7][CH:6]=2.[CH3:13][CH:14]([CH3:33])[CH2:15][CH:16]([C:22]1[CH:32]=[CH:31][C:25]([C:26]([O:28][CH2:29][CH3:30])=[O:27])=[CH:24][CH:23]=1)OS(C)(=O)=O.C(=O)([O-])[O-].[K+].[K+].[Cl-].[Na+]. Product: [CH3:33][CH:14]([CH3:13])[CH2:15][CH:16]([C:22]1[CH:23]=[CH:24][C:25]([C:26]([O:28][CH2:29][CH3:30])=[O:27])=[CH:31][CH:32]=1)[NH:1][C:2]1[C:3]([CH3:12])=[N:4][C:5]2[C:10]([CH:11]=1)=[CH:9][CH:8]=[CH:7][CH:6]=2. The catalyst class is: 10. (7) Reactant: C(C1COC(=O)N1[C:14](=[O:33])[CH:15]([CH2:27][CH:28]1[CH2:32][CH2:31][CH2:30][CH2:29]1)[CH2:16][N:17]([O:20][CH:21]1[CH2:26][CH2:25][CH2:24][CH2:23][O:22]1)[CH:18]=[O:19])C1C=CC=CC=1.C1C[O:37]CC1.O.OO. Product: [CH:28]1([CH2:27][CH:15]([CH2:16][N:17]([CH:18]=[O:19])[O:20][CH:21]2[CH2:26][CH2:25][CH2:24][CH2:23][O:22]2)[C:14]([OH:33])=[O:37])[CH2:29][CH2:30][CH2:31][CH2:32]1. The catalyst class is: 170.